From a dataset of Forward reaction prediction with 1.9M reactions from USPTO patents (1976-2016). Predict the product of the given reaction. (1) Given the reactants [N:1]1[N:2]([C:6]2[CH:11]=[CH:10][CH:9]=[CH:8][C:7]=2[C:12]([N:14]2[CH2:19][C@H:18]([OH:20])[CH2:17][CH2:16][C@H:15]2[CH3:21])=[O:13])[N:3]=[CH:4][CH:5]=1.[H-].[Na+].Cl[C:25]1[CH:30]=[C:29]([C:31]([OH:34])([CH3:33])[CH3:32])[CH:28]=[CH:27][N:26]=1, predict the reaction product. The product is: [CH3:21][C@H:15]1[N:14]([C:12]([C:7]2[CH:8]=[CH:9][CH:10]=[CH:11][C:6]=2[N:2]2[N:3]=[CH:4][CH:5]=[N:1]2)=[O:13])[CH2:19][C@H:18]([O:20][C:25]2[CH:30]=[C:29]([C:31]([OH:34])([CH3:33])[CH3:32])[CH:28]=[CH:27][N:26]=2)[CH2:17][CH2:16]1. (2) Given the reactants N1C=CC(N2CCC3(CCN([C:17]([C:19]4[CH:20]=[C:21]5[C:25](=[CH:26][CH:27]=4)[N:24]([CH2:28][C:29]([OH:31])=[O:30])[CH:23]=[CH:22]5)=[O:18])CC3)C2)=CC=1.N1[C:40]2C=CC=[C:36](C(O)=O)[C:35]=2[CH:34]=C1.[H-].[Na+].BrCC(OC(C)(C)C)=[O:49], predict the reaction product. The product is: [C:35]([O:31][C:29](=[O:30])[CH2:28][N:24]1[C:25]2[C:21](=[CH:20][C:19]([C:17]([OH:18])=[O:49])=[CH:27][CH:26]=2)[CH:22]=[CH:23]1)([CH3:36])([CH3:40])[CH3:34].